Dataset: Catalyst prediction with 721,799 reactions and 888 catalyst types from USPTO. Task: Predict which catalyst facilitates the given reaction. (1) Reactant: [CH3:1][O:2][C:3](=[O:31])[C:4]([C:8]1[CH2:13][C:12]([CH3:14])=[C:11]([CH3:15])[CH2:10][C:9]=1[C:16](=[C:19]([C:21]1[CH:26]=[CH:25][CH:24]=[C:23]([C:27]([F:30])([F:29])[F:28])[CH:22]=1)[CH3:20])[O:17][NH2:18])=[N:5][O:6][CH3:7].ClC1C(=O)C(C#N)=C(C#N)C(=O)C=1Cl. Product: [CH3:1][O:2][C:3](=[O:31])[C:4]([C:8]1[CH:13]=[C:12]([CH3:14])[C:11]([CH3:15])=[CH:10][C:9]=1[C:16](=[C:19]([C:21]1[CH:26]=[CH:25][CH:24]=[C:23]([C:27]([F:29])([F:28])[F:30])[CH:22]=1)[CH3:20])[O:17][NH2:18])=[N:5][O:6][CH3:7]. The catalyst class is: 11. (2) Product: [CH2:3]([O:10][C:12]1[CH:13]=[C:14]([CH:18]=[CH:19][N:20]=1)[C:15]([OH:17])=[O:16])[C:4]1[CH:9]=[CH:8][CH:7]=[CH:6][CH:5]=1. Reactant: [H-].[Na+].[CH2:3]([OH:10])[C:4]1[CH:9]=[CH:8][CH:7]=[CH:6][CH:5]=1.Cl[C:12]1[CH:13]=[C:14]([CH:18]=[CH:19][N:20]=1)[C:15]([OH:17])=[O:16].Cl. The catalyst class is: 35. (3) Reactant: [NH2:1][CH2:2][C:3]1[S:7][C:6]([C:8]([N:10]2[CH:14]([C:15]3[CH:20]=[CH:19][CH:18]=[CH:17][C:16]=3[OH:21])[CH2:13][C:12]([C:22]3[CH:23]=[N:24][CH:25]=[CH:26][CH:27]=3)=[N:11]2)=[O:9])=[CH:5][CH:4]=1.CCN=C=NCCCN(C)C.CCN(C(C)C)C(C)C.[N:48]1[CH:53]=[CH:52][CH:51]=[CH:50][C:49]=1[C:54](O)=[O:55]. Product: [OH:21][C:16]1[CH:17]=[CH:18][CH:19]=[CH:20][C:15]=1[CH:14]1[N:10]([C:8]([C:6]2[S:7][C:3]([CH2:2][NH:1][C:54]([C:49]3[CH:50]=[CH:51][CH:52]=[CH:53][N:48]=3)=[O:55])=[CH:4][CH:5]=2)=[O:9])[N:11]=[C:12]([C:22]2[CH:23]=[N:24][CH:25]=[CH:26][CH:27]=2)[CH2:13]1. The catalyst class is: 34. (4) Reactant: [C:1]([C:3]1[CH:4]=[CH:5][C:6]2[N:7]([C:9]([C:12]([NH:14][C:15]3[CH:20]=[C:19]([C:21]4[N:25]=[C:24]([CH:26]5[CH2:29][C:28]([F:31])([F:30])[CH2:27]5)[O:23][N:22]=4)[CH:18]=[CH:17][C:16]=3[F:32])=[O:13])=[CH:10][N:11]=2)[CH:8]=1)#[N:2].C([O-])([O-])=O.[Cs+].[Cs+].Cl.[C:40](=[NH:43])([NH2:42])[CH3:41]. Product: [F:30][C:28]1([F:31])[CH2:27][CH:26]([C:24]2[O:23][N:22]=[C:21]([C:19]3[CH:18]=[CH:17][C:16]([F:32])=[C:15]([NH:14][C:12]([C:9]4[N:7]5[CH:8]=[C:3]([C:1]6[NH:43][C:40]([CH3:41])=[N:42][N:2]=6)[CH:4]=[CH:5][C:6]5=[N:11][CH:10]=4)=[O:13])[CH:20]=3)[N:25]=2)[CH2:29]1. The catalyst class is: 16. (5) Reactant: [Cl:1][C:2]1[CH:27]=[CH:26][C:5]2[N:6]3[C:10]([CH2:11][NH:12][CH2:13][C:4]=2[CH:3]=1)=[N:9][N:8]=[C:7]3[CH:14]1[CH2:19][CH2:18][N:17]([C:20]2[CH:25]=[CH:24][CH:23]=[CH:22][N:21]=2)[CH2:16][CH2:15]1.[N:28]1([C:34](Cl)=[O:35])[CH2:33][CH2:32][O:31][CH2:30][CH2:29]1.C(N(CC)CC)C. Product: [NH3:6].[Cl:1][C:2]1[CH:27]=[CH:26][C:5]2[N:6]3[C:10]([CH2:11][N:12]([C:34]([N:28]4[CH2:33][CH2:32][O:31][CH2:30][CH2:29]4)=[O:35])[CH2:13][C:4]=2[CH:3]=1)=[N:9][N:8]=[C:7]3[CH:14]1[CH2:15][CH2:16][N:17]([C:20]2[CH:25]=[CH:24][CH:23]=[CH:22][N:21]=2)[CH2:18][CH2:19]1. The catalyst class is: 4. (6) Reactant: [CH3:1][C:2]1([CH3:24])[C:11]2[C:6]3=[C:7]([CH2:12][N:13]([C:16]([O:18][C:19]([CH3:22])([CH3:21])[CH3:20])=[O:17])[CH2:14][CH2:15][N:5]3[C:4](=O)[CH2:3]1)[CH:8]=[CH:9][CH:10]=2. Product: [CH3:1][C:2]1([CH3:24])[C:11]2[C:6]3=[C:7]([CH2:12][N:13]([C:16]([O:18][C:19]([CH3:22])([CH3:21])[CH3:20])=[O:17])[CH2:14][CH2:15][N:5]3[CH2:4][CH2:3]1)[CH:8]=[CH:9][CH:10]=2. The catalyst class is: 7. (7) Reactant: [Br:1][C:2]1[CH:3]=[CH:4][C:5]([CH2:8][NH2:9])=[N:6][CH:7]=1.[CH2:10]([S:12](Cl)(=[O:14])=[O:13])[CH3:11].C(N(CC)CC)C. Product: [Br:1][C:2]1[CH:3]=[CH:4][C:5]([CH2:8][NH:9][S:12]([CH2:10][CH3:11])(=[O:14])=[O:13])=[N:6][CH:7]=1. The catalyst class is: 2. (8) Reactant: C([O:3][C:4](=[O:32])[CH2:5][C:6]1[CH:11]=[CH:10][C:9]([N:12]2[C:21](=[O:22])[C:20]3[C:15](=[CH:16][CH:17]=[CH:18][CH:19]=3)[N:14]([CH2:23][C:24]([O:26][C:27]([CH3:30])([CH3:29])[CH3:28])=[O:25])[C:13]2=[O:31])=[CH:8][CH:7]=1)C.[OH-].[Na+]. Product: [C:27]([O:26][C:24]([CH2:23][N:14]1[C:15]2[C:20](=[CH:19][CH:18]=[CH:17][CH:16]=2)[C:21](=[O:22])[N:12]([C:9]2[CH:8]=[CH:7][C:6]([CH2:5][C:4]([OH:32])=[O:3])=[CH:11][CH:10]=2)[C:13]1=[O:31])=[O:25])([CH3:30])([CH3:28])[CH3:29]. The catalyst class is: 5.